From a dataset of Peptide-MHC class II binding affinity with 134,281 pairs from IEDB. Regression. Given a peptide amino acid sequence and an MHC pseudo amino acid sequence, predict their binding affinity value. This is MHC class II binding data. (1) The MHC is HLA-DPA10301-DPB10402 with pseudo-sequence HLA-DPA10301-DPB10402. The binding affinity (normalized) is 0.630. The peptide sequence is LIDDVLAILPLDDLK. (2) The peptide sequence is IYECKGVTVKDVTIT. The MHC is DRB1_1201 with pseudo-sequence DRB1_1201. The binding affinity (normalized) is 0.244. (3) The peptide sequence is EKKYFAATQFEPEAA. The MHC is HLA-DQA10501-DQB10201 with pseudo-sequence HLA-DQA10501-DQB10201. The binding affinity (normalized) is 0.526. (4) The peptide sequence is KNTIVIPKGDFLTGP. The MHC is DRB3_0101 with pseudo-sequence DRB3_0101. The binding affinity (normalized) is 0.0802. (5) The peptide sequence is ALRGLPIRYQTPAIR. The MHC is DRB1_0802 with pseudo-sequence DRB1_0802. The binding affinity (normalized) is 0.706. (6) The peptide sequence is SLINSMKTSFSSRLL. The MHC is DRB1_0701 with pseudo-sequence DRB1_0701. The binding affinity (normalized) is 0.920.